From a dataset of Full USPTO retrosynthesis dataset with 1.9M reactions from patents (1976-2016). Predict the reactants needed to synthesize the given product. The reactants are: [CH3:1][C@H:2]1[NH:7][C@@H:6]([CH3:8])[CH2:5][N:4]([CH2:9][C:10]2[C:18]3[O:17][CH2:16][C:15](=[O:19])[C:14]=3[CH:13]=[CH:12][C:11]=2[OH:20])[CH2:3]1.[NH:21]1[C:29]2[C:24](=[CH:25][CH:26]=[CH:27][CH:28]=2)[C:23]([CH:30]=O)=[N:22]1.N1CCCCC1. Given the product [NH:21]1[C:29]2[C:24](=[CH:25][CH:26]=[CH:27][CH:28]=2)[C:23](/[CH:30]=[C:16]2\[O:17][C:18]3[C:10]([CH2:9][N:4]4[CH2:5][C@H:6]([CH3:8])[NH:7][C@H:2]([CH3:1])[CH2:3]4)=[C:11]([OH:20])[CH:12]=[CH:13][C:14]=3[C:15]\2=[O:19])=[N:22]1, predict the reactants needed to synthesize it.